Dataset: Catalyst prediction with 721,799 reactions and 888 catalyst types from USPTO. Task: Predict which catalyst facilitates the given reaction. (1) Reactant: [CH2:1]1[C:9]2[C:4](=[CH:5][CH:6]=[CH:7][CH:8]=2)[CH2:3][NH:2]1.[Cl:10][C:11]1[CH:19]=[C:15]([C:16](O)=[O:17])[C:14]([OH:20])=[CH:13][CH:12]=1.C(N(C(C)C)CC)(C)C.C([O-])(O)=O.[Na+]. Product: [Cl:10][C:11]1[CH:12]=[CH:13][C:14]([OH:20])=[C:15]([C:16]([N:2]2[CH2:3][C:4]3[C:9](=[CH:8][CH:7]=[CH:6][CH:5]=3)[CH2:1]2)=[O:17])[CH:19]=1. The catalyst class is: 31. (2) Reactant: C([N:8]1[CH2:18][CH2:17][C:16]2[C:15]3[CH:19]=[CH:20][CH:21]=[CH:22][C:14]=3[C:13](=[O:23])[NH:12][CH2:11][C:10]=2[CH2:9]1)C1C=CC=CC=1.[C:32](O[C:32]([O:34][C:35]([CH3:38])([CH3:37])[CH3:36])=[O:33])([O:34][C:35]([CH3:38])([CH3:37])[CH3:36])=[O:33]. Product: [O:23]=[C:13]1[C:14]2[CH:22]=[CH:21][CH:20]=[CH:19][C:15]=2[C@H:16]2[CH2:17][CH2:18][N:8]([C:32]([O:34][C:35]([CH3:36])([CH3:37])[CH3:38])=[O:33])[CH2:9][C@H:10]2[CH2:11][NH:12]1. The catalyst class is: 105.